Dataset: Catalyst prediction with 721,799 reactions and 888 catalyst types from USPTO. Task: Predict which catalyst facilitates the given reaction. (1) The catalyst class is: 351. Product: [NH2:5][C:4]1[N:6]=[C:7]([CH2:8][CH3:9])[N:10]([CH3:17])[C:11]=1[C:12]([O:14][CH2:15][CH3:16])=[O:13]. Reactant: C[O-].[Na+].[C:4]([N:6]=[C:7]([N:10]([CH3:17])[CH2:11][C:12]([O:14][CH2:15][CH3:16])=[O:13])[CH2:8][CH3:9])#[N:5].C(O)(=O)C. (2) Reactant: [O:1]1[CH:5]=[CH:4][CH:3]=[C:2]1[C:6]1[CH:7]=[C:8]([CH:12]=[CH:13][CH:14]=1)[C:9]([OH:11])=O.FC(F)(F)C(O)=O.[Cl:22][C:23]1[CH:28]=[CH:27][C:26]([NH:29][C:30]([CH:32]2[CH2:37][CH2:36][CH2:35][NH:34][CH2:33]2)=[O:31])=[CH:25][CH:24]=1.Cl.C(N=C=NCCCN(C)C)C.C(N(C(C)C)CC)(C)C.Cl. Product: [Cl:22][C:23]1[CH:24]=[CH:25][C:26]([NH:29][C:30]([CH:32]2[CH2:37][CH2:36][CH2:35][N:34]([C:9](=[O:11])[C:8]3[CH:12]=[CH:13][CH:14]=[C:6]([C:2]4[O:1][CH:5]=[CH:4][CH:3]=4)[CH:7]=3)[CH2:33]2)=[O:31])=[CH:27][CH:28]=1. The catalyst class is: 4. (3) The catalyst class is: 647. Product: [C:1]([O:5][C:6]([NH:8][CH2:9][C:10]1[CH:11]=[C:12]([CH2:17][C:18]([O:20][CH3:21])=[O:19])[CH:13]=[CH:14][C:15]=1[O:16][C:29]1[CH:34]=[CH:33][C:32]([N+:35]([O-:37])=[O:36])=[CH:31][CH:30]=1)=[O:7])([CH3:4])([CH3:3])[CH3:2]. Reactant: [C:1]([O:5][C:6]([NH:8][CH2:9][C:10]1[CH:11]=[C:12]([CH2:17][C:18]([O:20][CH3:21])=[O:19])[CH:13]=[CH:14][C:15]=1[OH:16])=[O:7])([CH3:4])([CH3:3])[CH3:2].C([O-])([O-])=O.[K+].[K+].F[C:29]1[CH:34]=[CH:33][C:32]([N+:35]([O-:37])=[O:36])=[CH:31][CH:30]=1. (4) Reactant: [NH2:1][C:2]1[S:3][C:4]2[CH2:10][C:9](=O)[CH2:8][CH2:7][C:5]=2[N:6]=1.C([O-])(=O)C.[NH4+].C([BH3-])#[N:18].[Na+].Cl. Product: [NH2:1][C:2]1[S:3][C:4]2[CH2:10][CH:9]([NH2:18])[CH2:8][CH2:7][C:5]=2[N:6]=1. The catalyst class is: 5. (5) Reactant: S(=O)(=O)(O)O.[NH2:6][C:7]1[CH:15]=[CH:14][C:13]([N+:16]([O-:18])=[O:17])=[CH:12][C:8]=1[C:9]([O-:11])=[O:10].[K+].O.[C:21]([O-])([O-])=O.[Na+].[Na+]. Product: [CH3:21][O:10][C:9](=[O:11])[C:8]1[CH:12]=[C:13]([N+:16]([O-:18])=[O:17])[CH:14]=[CH:15][C:7]=1[NH2:6]. The catalyst class is: 5. (6) Reactant: [O:1]=[S:2]1(=[O:31])[C:7]2[CH:8]=[CH:9][CH:10]=[CH:11][C:6]=2[NH:5][C:4]([C:12]2[C:13](=[O:30])[N:14]([N:23]=[CH:24][C:25]3[CH:29]=[CH:28][O:27][CH:26]=3)[C:15]3[C:20]([C:21]=2[OH:22])=[CH:19][CH:18]=[CH:17][CH:16]=3)=[N:3]1.CO.[BH4-].[Li+].Cl. Product: [O:31]=[S:2]1(=[O:1])[C:7]2[CH:8]=[CH:9][CH:10]=[CH:11][C:6]=2[NH:5][C:4]([C:12]2[C:13](=[O:30])[N:14]([NH:23][CH2:24][C:25]3[CH:29]=[CH:28][O:27][CH:26]=3)[C:15]3[C:20]([C:21]=2[OH:22])=[CH:19][CH:18]=[CH:17][CH:16]=3)=[N:3]1. The catalyst class is: 30. (7) Reactant: Br[CH2:2][CH2:3][CH2:4][C:5]([O:7][CH2:8][CH3:9])=[O:6].[CH2:10]([NH:17][CH2:18][C:19]1[CH:24]=[CH:23][CH:22]=[CH:21][CH:20]=1)[C:11]1[CH:16]=[CH:15][CH:14]=[CH:13][CH:12]=1.C(=O)([O-])[O-].[K+].[K+]. Product: [CH2:18]([N:17]([CH2:10][C:11]1[CH:16]=[CH:15][CH:14]=[CH:13][CH:12]=1)[CH2:2][CH2:3][CH2:4][C:5]([O:7][CH2:8][CH3:9])=[O:6])[C:19]1[CH:24]=[CH:23][CH:22]=[CH:21][CH:20]=1. The catalyst class is: 35.